This data is from Full USPTO retrosynthesis dataset with 1.9M reactions from patents (1976-2016). The task is: Predict the reactants needed to synthesize the given product. The reactants are: C(=O)([O-])[O-].[Cs+].[Cs+].C1C=CC(P(C2C(C3C(P(C4C=CC=CC=4)C4C=CC=CC=4)=CC=C4C=3C=CC=C4)=C3C(C=CC=C3)=CC=2)C2C=CC=CC=2)=CC=1.ClCl.Cl[C:56]1[C:57]2[CH2:73][CH2:72][CH2:71][C:58]=2[N:59]=[C:60]([C:62]2[CH:67]=[CH:66][C:65]([O:68][CH3:69])=[C:64]([F:70])[CH:63]=2)[N:61]=1.[CH3:74][O:75][C:76](=[O:87])[CH2:77][C:78]1[CH:79]=[C:80]2[C:84](=[CH:85][CH:86]=1)[NH:83][CH2:82][CH2:81]2. Given the product [CH3:74][O:75][C:76](=[O:87])[CH2:77][C:78]1[CH:79]=[C:80]2[C:84](=[CH:85][CH:86]=1)[N:83]([C:56]1[C:57]3[CH2:73][CH2:72][CH2:71][C:58]=3[N:59]=[C:60]([C:62]3[CH:67]=[CH:66][C:65]([O:68][CH3:69])=[C:64]([F:70])[CH:63]=3)[N:61]=1)[CH2:82][CH2:81]2, predict the reactants needed to synthesize it.